From a dataset of Full USPTO retrosynthesis dataset with 1.9M reactions from patents (1976-2016). Predict the reactants needed to synthesize the given product. (1) Given the product [Cl:19][C:20]1[CH:21]=[C:22]([CH:26]2[CH2:35][CH2:34][C:33]3[C:28](=[CH:29][CH:30]=[C:31]([OH:37])[CH:32]=3)[O:27]2)[CH:23]=[CH:24][CH:25]=1, predict the reactants needed to synthesize it. The reactants are: FC1C=C(C2CCC3C(=CC=C(O)C=3)O2)C=CC=1.[Cl:19][C:20]1[CH:21]=[C:22]([CH:26]2[CH2:35][CH:34](O)[C:33]3[C:28](=[CH:29][CH:30]=[C:31]([OH:37])[CH:32]=3)[O:27]2)[CH:23]=[CH:24][CH:25]=1. (2) Given the product [CH2:23]([NH:22][C:19]1[N:18]=[C:17]([O:25][CH3:26])[C:16]([C:12]2[CH:11]=[CH:10][C:9]([O:8][C:6]3[CH:5]=[CH:4][N:3]=[C:2]([C:31]4[CH:30]=[N:29][C:28]([CH3:27])=[CH:33][CH:32]=4)[CH:7]=3)=[C:14]([CH3:15])[N:13]=2)=[CH:21][N:20]=1)[CH3:24], predict the reactants needed to synthesize it. The reactants are: Cl[C:2]1[CH:7]=[C:6]([O:8][C:9]2[CH:10]=[CH:11][C:12]([C:16]3[C:17]([O:25][CH3:26])=[N:18][C:19]([NH:22][CH2:23][CH3:24])=[N:20][CH:21]=3)=[N:13][C:14]=2[CH3:15])[CH:5]=[CH:4][N:3]=1.[CH3:27][C:28]1[CH:33]=[CH:32][C:31](B2OC(C)(C)C(C)(C)O2)=[CH:30][N:29]=1.C([O-])([O-])=O.[K+].[K+]. (3) Given the product [Cl:41][C:36]1[CH:35]=[C:34]([S:31]([NH:30][C@@H:28]([C:24]2[N:25]([CH2:26][CH3:27])[C:21]([O:20][C:16]3[CH:15]=[C:14]([CH:19]=[CH:18][CH:17]=3)[C:13]([OH:42])=[O:12])=[N:22][N:23]=2)[CH3:29])(=[O:33])=[O:32])[CH:39]=[CH:38][C:37]=1[Cl:40], predict the reactants needed to synthesize it. The reactants are: FC(F)(F)C(O)=O.C([O:12][C:13](=[O:42])[C:14]1[CH:19]=[CH:18][CH:17]=[C:16]([O:20][C:21]2[N:25]([CH2:26][CH3:27])[C:24]([C@H:28]([NH:30][S:31]([C:34]3[CH:39]=[CH:38][C:37]([Cl:40])=[C:36]([Cl:41])[CH:35]=3)(=[O:33])=[O:32])[CH3:29])=[N:23][N:22]=2)[CH:15]=1)(C)(C)C. (4) Given the product [CH3:39][O:38][N:37]([CH3:36])[C:10]([C@@H:9]([NH:8][C:6](=[O:7])[O:5][C:1]([CH3:2])([CH3:3])[CH3:4])[CH2:13][CH2:14][C:15]1[CH:20]=[CH:19][CH:18]=[CH:17][CH:16]=1)=[O:12], predict the reactants needed to synthesize it. The reactants are: [C:1]([O:5][C:6]([NH:8][C@@H:9]([CH2:13][CH2:14][C:15]1[CH:20]=[CH:19][CH:18]=[CH:17][CH:16]=1)[C:10]([OH:12])=O)=[O:7])([CH3:4])([CH3:3])[CH3:2].C(Cl)CCl.C1C=CC2N(O)N=NC=2C=1.Cl.[CH3:36][NH:37][O:38][CH3:39].C(N(CC)CC)C. (5) The reactants are: C[O:2][C:3](=[O:27])/[C:4](/[C:11]1[CH:16]=[CH:15][C:14]([N:17]2[C:21]([CH3:22])=[N:20][N:19]=[N:18]2)=[C:13]([S:23]([CH3:26])(=[O:25])=[O:24])[CH:12]=1)=[CH:5]/[CH:6]1[CH2:10][CH2:9][CH2:8][CH2:7]1.[OH-].[Na+]. Given the product [CH:6]1(/[CH:5]=[C:4](\[C:11]2[CH:16]=[CH:15][C:14]([N:17]3[C:21]([CH3:22])=[N:20][N:19]=[N:18]3)=[C:13]([S:23]([CH3:26])(=[O:24])=[O:25])[CH:12]=2)/[C:3]([OH:27])=[O:2])[CH2:10][CH2:9][CH2:8][CH2:7]1, predict the reactants needed to synthesize it. (6) Given the product [NH2:1][C:2]1[N:7]=[C:6]([N:8]2[C@H:13]([CH3:14])[CH2:12][CH2:11][C@H:10]([C:15]([NH:17][CH:18]3[CH2:22][CH2:21][CH2:20][CH2:19]3)=[O:16])[CH2:9]2)[CH:5]=[C:4]([C:23]2[CH:24]=[C:25]3[C:26]([C:29]([NH2:30])=[N:44][NH:45]3)=[CH:27][CH:28]=2)[N:3]=1, predict the reactants needed to synthesize it. The reactants are: [NH2:1][C:2]1[N:7]=[C:6]([N:8]2[C@H:13]([CH3:14])[CH2:12][CH2:11][C@H:10]([C:15]([NH:17][CH:18]3[CH2:22][CH2:21][CH2:20][CH2:19]3)=[O:16])[CH2:9]2)[CH:5]=[C:4]([C:23]2[CH:28]=[CH:27][C:26]([C:29]#[N:30])=[C:25](F)[CH:24]=2)[N:3]=1.CCO.CCN(C(C)C)C(C)C.[NH2:44][NH2:45]. (7) Given the product [OH:15][C:16]1[C:23]([CH3:24])=[CH:22][C:19]([C:20]2[NH:6][C:4](=[O:5])[C:3]3[C:7]([O:13][CH3:14])=[CH:8][C:9]([O:11][CH3:12])=[N:10][C:2]=3[N:1]=2)=[CH:18][C:17]=1[CH3:25], predict the reactants needed to synthesize it. The reactants are: [NH2:1][C:2]1[N:10]=[C:9]([O:11][CH3:12])[CH:8]=[C:7]([O:13][CH3:14])[C:3]=1[C:4]([NH2:6])=[O:5].[OH:15][C:16]1[C:23]([CH3:24])=[CH:22][C:19]([CH:20]=O)=[CH:18][C:17]=1[CH3:25].OS([O-])=O.[Na+].CC1C=CC(S(O)(=O)=O)=CC=1.